This data is from Catalyst prediction with 721,799 reactions and 888 catalyst types from USPTO. The task is: Predict which catalyst facilitates the given reaction. (1) Reactant: [NH2:1][C@@H:2]([CH2:12][S:13][C:14]1[CH:19]=[CH:18][CH:17]=[CH:16][CH:15]=1)[CH2:3][C:4]([N:6]1[CH2:11][CH2:10][O:9][CH2:8][CH2:7]1)=[O:5].CCN(C(C)C)C(C)C.F[C:30]1[CH:35]=[CH:34][C:33]([S:36]([NH2:39])(=[O:38])=[O:37])=[CH:32][C:31]=1[N+:40]([O-:42])=[O:41]. Product: [O:9]1[CH2:10][CH2:11][N:6]([C:4](=[O:5])[CH2:3][C@@H:2]([NH:1][C:30]2[CH:35]=[CH:34][C:33]([S:36]([NH2:39])(=[O:38])=[O:37])=[CH:32][C:31]=2[N+:40]([O-:42])=[O:41])[CH2:12][S:13][C:14]2[CH:19]=[CH:18][CH:17]=[CH:16][CH:15]=2)[CH2:7][CH2:8]1. The catalyst class is: 31. (2) Reactant: [C:1]1([C:18]2[CH:23]=[CH:22][CH:21]=[CH:20][CH:19]=2)[CH:6]=[CH:5][C:4]([O:7][C:8]2[CH:13]=[N:12][CH:11]=[C:10]3[S:14][C:15]([NH2:17])=[CH:16][C:9]=23)=[CH:3][CH:2]=1.[C:24]1(=O)[O:29][C:27](=[O:28])[CH2:26][CH2:25]1. Product: [C:1]1([C:18]2[CH:23]=[CH:22][CH:21]=[CH:20][CH:19]=2)[CH:6]=[CH:5][C:4]([O:7][C:8]2[CH:13]=[N:12][CH:11]=[C:10]3[S:14][C:15]([N:17]4[C:27](=[O:28])[CH2:26][CH2:25][C:24]4=[O:29])=[CH:16][C:9]=23)=[CH:3][CH:2]=1. The catalyst class is: 3.